This data is from hERG potassium channel inhibition data for cardiac toxicity prediction from Karim et al.. The task is: Regression/Classification. Given a drug SMILES string, predict its toxicity properties. Task type varies by dataset: regression for continuous values (e.g., LD50, hERG inhibition percentage) or binary classification for toxic/non-toxic outcomes (e.g., AMES mutagenicity, cardiotoxicity, hepatotoxicity). Dataset: herg_karim. The molecule is N#Cc1ccc(CN2CC3CN(CCNS(=O)(=O)Cc4ccccc4)CC(C2)O3)cc1. The result is 0 (non-blocker).